This data is from Catalyst prediction with 721,799 reactions and 888 catalyst types from USPTO. The task is: Predict which catalyst facilitates the given reaction. Reactant: Cl[C:2]([O:4][CH2:5][C:6]1[CH:11]=[CH:10][CH:9]=[CH:8][CH:7]=1)=[O:3].[NH2:12][C:13]1[CH:24]=[CH:23][C:16]2[N:17]([CH3:22])[C:18](=[O:21])[O:19][CH2:20][C:15]=2[CH:14]=1.N1C=CC=CC=1. Product: [CH3:22][N:17]1[C:16]2[CH:23]=[CH:24][C:13]([NH:12][C:2](=[O:3])[O:4][CH2:5][C:6]3[CH:11]=[CH:10][CH:9]=[CH:8][CH:7]=3)=[CH:14][C:15]=2[CH2:20][O:19][C:18]1=[O:21]. The catalyst class is: 46.